This data is from Forward reaction prediction with 1.9M reactions from USPTO patents (1976-2016). The task is: Predict the product of the given reaction. (1) Given the reactants [NH2:1][C:2]1[C:3](=[O:10])[C:4]([OH:9])=[CH:5][C:6](=[O:8])[CH:7]=1.C(C1C(=O)C2=C3C=CC=CC3=CN=NC2=CC=1)C=C(CCC=C(CCC=C(C)C)C)C.C1C(C(O)=O)=C[C@@H](O)[C@@H](O)[C@@H]1N.P(OC[C@@H](O)[C@@H](O)C=O)(O)(O)=O.C(C(C(O)=O)=O)[C@@H](O)[C@H](O)[C@H](O)COP(O)(O)=O.P(OC[C@@H](O)[C@@H](O)[C@H](N)CC(=O)C(O)=O)(O)(O)=O.C=C(OP(O)(O)=O)C(O)=O.NC1C=C(C=C(O)C=1)C(O)=O.NC1C(O)=C(C=C(O)C=1)C(O)=O, predict the reaction product. The product is: [NH2:1][C:2]1[CH:7]=[C:6]([OH:8])[CH:5]=[C:4]([OH:9])[C:3]=1[OH:10]. (2) Given the reactants [C:1]([C:4]1([NH:7][C:8]([C:10]2([NH:13][C:14]([C:16]3[N:20]4[C@@:21]([CH2:34][C:35]5[CH:40]=[CH:39][C:38]([C:41]#[N:42])=[CH:37][CH:36]=5)([CH3:33])[C:22](=[O:32])[N:23]([C:24]5[CH:29]=[C:28]([Cl:30])[CH:27]=[C:26]([Cl:31])[CH:25]=5)[C:19]4=[N:18][CH:17]=3)=[O:15])[CH2:12][CH2:11]2)=[O:9])[CH2:6][CH2:5]1)(=[S:3])[NH2:2].[CH2:43](OC(OCC)CBr)[CH3:44].Cl.O1CCOCC1, predict the reaction product. The product is: [S:3]1[CH:44]=[CH:43][N:2]=[C:1]1[C:4]1([NH:7][C:8]([C:10]2([NH:13][C:14]([C:16]3[N:20]4[C@@:21]([CH2:34][C:35]5[CH:40]=[CH:39][C:38]([C:41]#[N:42])=[CH:37][CH:36]=5)([CH3:33])[C:22](=[O:32])[N:23]([C:24]5[CH:25]=[C:26]([Cl:31])[CH:27]=[C:28]([Cl:30])[CH:29]=5)[C:19]4=[N:18][CH:17]=3)=[O:15])[CH2:12][CH2:11]2)=[O:9])[CH2:6][CH2:5]1. (3) Given the reactants [CH3:1][S:2]([C:5]1[CH:10]=[CH:9][C:8]([CH:11]=[CH:12][C:13](N2C(C3C=CC=CC=3)[C@H](C)N(C)C2=O)=[O:14])=[CH:7][CH:6]=1)(=[O:4])=[O:3].[F:29][C:30]1[CH:31]=[C:32]([Mg]Br)[CH:33]=[C:34]([F:36])[CH:35]=1.C1([C@@H](C2C=CC(S(C)(=O)=O)=CC=2)CC=O)C=CC=CC=1.C1([Mg]Br)C=CC=CC=1, predict the reaction product. The product is: [F:29][C:30]1[CH:31]=[C:32]([C@@H:11]([C:8]2[CH:7]=[CH:6][C:5]([S:2]([CH3:1])(=[O:3])=[O:4])=[CH:10][CH:9]=2)[CH2:12][CH:13]=[O:14])[CH:33]=[C:34]([F:36])[CH:35]=1. (4) Given the reactants [O:1]1[CH:6]=[CH:5][CH2:4][CH2:3][CH2:2]1.C1(C)C=CC(S([O-])(=O)=O)=CC=1.[NH+]1C=CC=CC=1.[CH2:24]([O:31][C:32]([NH:34][CH2:35][CH2:36][CH2:37][C@@H:38]([NH:41][C:42](=[O:64])[CH2:43][C@H:44]([O:56][CH2:57][C:58]1[CH:63]=[CH:62][CH:61]=[CH:60][CH:59]=1)[CH2:45][CH2:46][CH2:47][CH2:48][CH2:49][CH2:50][CH2:51][CH2:52][CH2:53][CH2:54][CH3:55])[CH2:39][OH:40])=[O:33])[C:25]1[CH:30]=[CH:29][CH:28]=[CH:27][CH:26]=1, predict the reaction product. The product is: [CH2:24]([O:31][C:32]([NH:34][CH2:35][CH2:36][CH2:37][C@@H:38]([NH:41][C:42](=[O:64])[CH2:43][C@H:44]([O:56][CH2:57][C:58]1[CH:59]=[CH:60][CH:61]=[CH:62][CH:63]=1)[CH2:45][CH2:46][CH2:47][CH2:48][CH2:49][CH2:50][CH2:51][CH2:52][CH2:53][CH2:54][CH3:55])[CH2:39][O:40][CH:6]1[CH2:5][CH2:4][CH2:3][CH2:2][O:1]1)=[O:33])[C:25]1[CH:26]=[CH:27][CH:28]=[CH:29][CH:30]=1.